Dataset: Catalyst prediction with 721,799 reactions and 888 catalyst types from USPTO. Task: Predict which catalyst facilitates the given reaction. (1) Reactant: [NH2:1][C:2]([NH2:4])=[S:3].[C:5]1([CH3:17])[CH:10]=[CH:9][C:8]([S:11](N=C=O)(=[O:13])=[O:12])=[CH:7][CH:6]=1. Product: [C:5]1([CH3:17])[CH:10]=[CH:9][C:8]([S:11]([NH:1][C:2]([NH2:4])=[S:3])(=[O:13])=[O:12])=[CH:7][CH:6]=1. The catalyst class is: 12. (2) Reactant: [CH2:1]([N:8]([CH2:13][C:14]([OH:16])=[O:15])[CH2:9][C:10]([OH:12])=O)[C:2]1[CH:7]=[CH:6][CH:5]=[CH:4][CH:3]=1.C(OC(=O)C)(=O)C.[CH:24]1[CH:29]=[CH:28][C:27]([CH2:30][CH2:31][NH2:32])=[CH:26][CH:25]=1. Product: [CH2:1]([N:8]([CH2:9][C:10]([NH:32][CH2:31][CH2:30][C:27]1[CH:28]=[CH:29][CH:24]=[CH:25][CH:26]=1)=[O:12])[CH2:13][C:14]([OH:16])=[O:15])[C:2]1[CH:3]=[CH:4][CH:5]=[CH:6][CH:7]=1. The catalyst class is: 21.